Dataset: NCI-60 drug combinations with 297,098 pairs across 59 cell lines. Task: Regression. Given two drug SMILES strings and cell line genomic features, predict the synergy score measuring deviation from expected non-interaction effect. Drug 2: C1=C(C(=O)NC(=O)N1)F. Synergy scores: CSS=38.4, Synergy_ZIP=-3.40, Synergy_Bliss=-5.55, Synergy_Loewe=-4.52, Synergy_HSA=-2.40. Drug 1: CC12CCC3C(C1CCC2=O)CC(=C)C4=CC(=O)C=CC34C. Cell line: HOP-62.